From a dataset of Forward reaction prediction with 1.9M reactions from USPTO patents (1976-2016). Predict the product of the given reaction. Given the reactants [N:1]1[C:5]2[CH:6]=[CH:7][CH:8]=[CH:9][C:4]=2[NH:3][C:2]=1[CH2:10][C:11]#[N:12].[F:13][C:14]1[CH:28]=[CH:27][C:17]([CH2:18][CH:19]([C:24]([CH3:26])=O)[C:20](OC)=[O:21])=[CH:16][CH:15]=1.C([O-])(=O)C.[NH4+], predict the reaction product. The product is: [F:13][C:14]1[CH:15]=[CH:16][C:17]([CH2:18][C:19]2[C:20](=[O:21])[N:3]3[C:2]([NH:1][C:5]4[CH:6]=[CH:7][CH:8]=[CH:9][C:4]=43)=[C:10]([C:11]#[N:12])[C:24]=2[CH3:26])=[CH:27][CH:28]=1.